This data is from Reaction yield outcomes from USPTO patents with 853,638 reactions. The task is: Predict the reaction yield, written as a fraction of the theoretical maximum amount of product (1.0 means a 100% yield; for example, 0.34 means a 34% yield). (1) The catalyst is CN(C=O)C. The yield is 0.940. The reactants are [N+]([C:4]1C=CC=CC=1O)([O-])=O.[Br:11][C:12]1[C:17]([N+:18]([O-:20])=[O:19])=[CH:16][CH:15]=[CH:14][C:13]=1[OH:21].C(=O)([O-])[O-].[Cs+].[Cs+].CI. The product is [Br:11][C:12]1[C:17]([N+:18]([O-:20])=[O:19])=[CH:16][CH:15]=[CH:14][C:13]=1[O:21][CH3:4]. (2) The reactants are [Cl:1][C:2]1[N:7]=[CH:6][C:5]([CH2:8][NH:9][C:10](=O)[C:11]2[CH:16]=[CH:15][C:14](/[CH:17]=[CH:18]/[CH:19]([C:24]3[CH:29]=[C:28]([Cl:30])[CH:27]=[C:26]([Cl:31])[CH:25]=3)[C:20]([F:23])([F:22])[F:21])=[CH:13][C:12]=2[CH3:32])=[CH:4][CH:3]=1.COC1C=CC(P2(SP(C3C=CC(OC)=CC=3)(=S)S2)=[S:43])=CC=1. The catalyst is C1(C)C=CC=CC=1. The product is [Cl:1][C:2]1[N:7]=[CH:6][C:5]([CH2:8][NH:9][C:10](=[S:43])[C:11]2[CH:16]=[CH:15][C:14](/[CH:17]=[CH:18]/[CH:19]([C:24]3[CH:29]=[C:28]([Cl:30])[CH:27]=[C:26]([Cl:31])[CH:25]=3)[C:20]([F:23])([F:22])[F:21])=[CH:13][C:12]=2[CH3:32])=[CH:4][CH:3]=1. The yield is 0.490. (3) The reactants are [C:1]([C:4]1[CH:5]=[C:6]2[C:11](=[C:12]([C:14]#[C:15][Si:16]([CH3:19])([CH3:18])[CH3:17])[CH:13]=1)[O:10][C:9]([CH3:21])([CH3:20])[CH2:8][C:7]2([CH3:23])[CH3:22])(=O)[CH3:2].C([N-]C(C)C)(C)C.[Li+].P(Cl)(OCC)(OCC)=O. The catalyst is O1CCCC1. The product is [C:1]([C:4]1[CH:5]=[C:6]2[C:11](=[C:12]([C:14]#[C:15][Si:16]([CH3:19])([CH3:18])[CH3:17])[CH:13]=1)[O:10][C:9]([CH3:21])([CH3:20])[CH2:8][C:7]2([CH3:23])[CH3:22])#[CH:2]. The yield is 0.500. (4) The reactants are Cl[C:2]1[N:7]=[C:6]2[CH:8]=[C:9]([C:20]3[O:21][CH:22]=[CH:23][N:24]=3)[N:10]([S:11]([C:14]3[CH:19]=[CH:18][CH:17]=[CH:16][CH:15]=3)(=[O:13])=[O:12])[C:5]2=[CH:4][CH:3]=1.[NH:25]([C:34]([O:36][C:37]([CH3:40])([CH3:39])[CH3:38])=[O:35])[NH:26][C:27]([O:29][C:30]([CH3:33])([CH3:32])[CH3:31])=[O:28].C([O-])([O-])=O.[Cs+].[Cs+]. The catalyst is C1(C)C=CC=CC=1.C(Cl)Cl.C1(P(C2CCCCC2)C2C=CC=CC=2C2C(C(C)C)=CC(C(C)C)=CC=2C(C)C)CCCCC1.NC1C=CC=CC=1C1C=CC=CC=1[Pd]Cl. The product is [O:21]1[CH:22]=[CH:23][N:24]=[C:20]1[C:9]1[N:10]([S:11]([C:14]2[CH:19]=[CH:18][CH:17]=[CH:16][CH:15]=2)(=[O:13])=[O:12])[C:5]2[C:6](=[N:7][C:2]([N:25]([C:34]([O:36][C:37]([CH3:40])([CH3:39])[CH3:38])=[O:35])[NH:26][C:27]([O:29][C:30]([CH3:31])([CH3:32])[CH3:33])=[O:28])=[CH:3][CH:4]=2)[CH:8]=1.[O:21]1[CH:22]=[CH:23][N:24]=[C:20]1[C:9]1[NH:10][C:5]2[C:6](=[N:7][C:2]([N:25]([C:34]([O:36][C:37]([CH3:40])([CH3:39])[CH3:38])=[O:35])[NH:26][C:27]([O:29][C:30]([CH3:31])([CH3:32])[CH3:33])=[O:28])=[CH:3][CH:4]=2)[CH:8]=1. The yield is 0.140. (5) The reactants are [CH2:1]([O:8][C:9]([NH:11][C@H:12]([C:14]([OH:16])=O)[CH3:13])=[O:10])[C:2]1[CH:7]=[CH:6][CH:5]=[CH:4][CH:3]=1.Cl.[CH3:18][O:19][NH:20][CH3:21].Cl.C(N=C=NCCCN(C)C)C.C(N(CC)C(C)C)(C)C.Cl. The catalyst is CN(C1C=CN=CC=1)C.CN(C)C=O. The product is [CH3:18][O:19][N:20]([CH3:21])[C:14](=[O:16])[C@@H:12]([NH:11][C:9](=[O:10])[O:8][CH2:1][C:2]1[CH:3]=[CH:4][CH:5]=[CH:6][CH:7]=1)[CH3:13]. The yield is 0.410. (6) The reactants are Cl[C:2]1[CH:10]=[CH:9][CH:8]=[C:7]2[C:3]=1[C:4]([NH2:11])=[N:5][NH:6]2.[F:12][C:13]([F:24])([F:23])[C:14]1[CH:19]=[CH:18][C:17](B(O)O)=[CH:16][CH:15]=1.P([O-])([O-])([O-])=O.[K+].[K+].[K+]. The catalyst is C(O)C.O.C1(C)C=CC=CC=1. The product is [F:12][C:13]([F:24])([F:23])[C:14]1[CH:19]=[CH:18][C:17]([C:2]2[CH:10]=[CH:9][CH:8]=[C:7]3[C:3]=2[C:4]([NH2:11])=[N:5][NH:6]3)=[CH:16][CH:15]=1. The yield is 0.220. (7) The reactants are Cl[C:2]([O:4][CH2:5][C:6]1[CH:11]=[CH:10][C:9]([N+:12]([O-:14])=[O:13])=[CH:8][CH:7]=1)=[O:3].[NH:15]1[C:19]2[CH:20]=[CH:21][CH:22]=[CH:23][C:18]=2[N:17]=[N:16]1.CCN(CC)CC. The catalyst is C(Cl)Cl. The product is [N+:12]([C:9]1[CH:10]=[CH:11][C:6]([CH2:5][O:4][C:2]([C:23]2[C:18]3[N:17]=[N:16][NH:15][C:19]=3[CH:20]=[CH:21][CH:22]=2)=[O:3])=[CH:7][CH:8]=1)([O-:14])=[O:13]. The yield is 0.590. (8) The reactants are [CH:1]1([CH2:7][C@H:8]([CH2:12][C:13]([N:15]2[CH2:20][CH2:19][O:18][CH2:17][CH2:16]2)=O)[C:9]([OH:11])=O)[CH2:6][CH2:5][CH2:4][CH2:3][CH2:2]1.C(Cl)CCl.[OH:25]N1C2C=CC=CC=2N=N1.Cl.[CH2:36]([O:43][CH2:44][C@@H:45]([C:47]([NH2:49])=[O:48])[NH2:46])[C:37]1[CH:42]=[CH:41][CH:40]=[CH:39][CH:38]=1.CN1CCOCC1. The catalyst is CN(C=O)C.CCOC(C)=O. The product is [CH2:36]([O:43][CH2:44][CH:45]([NH:46][C:9](=[O:11])[CH:8]([CH2:7][CH:1]1[CH2:2][CH2:3][CH2:4][CH2:5][CH2:6]1)[C:12](=[O:25])[CH2:13][N:15]1[CH2:20][CH2:19][O:18][CH2:17][CH2:16]1)[C:47](=[O:48])[NH2:49])[C:37]1[CH:42]=[CH:41][CH:40]=[CH:39][CH:38]=1. The yield is 0.690. (9) The reactants are [CH3:1][C:2]1[O:6][N:5]=[C:4]([C:7]2[CH:12]=[CH:11][CH:10]=[CH:9][CH:8]=2)[C:3]=1[CH2:13][O:14][C:15]1[CH:23]=[CH:22][C:18]([C:19]([OH:21])=O)=[CH:17][N:16]=1.[F:24][C:25]1[CH:31]=[CH:30][C:28]([NH2:29])=[CH:27][CH:26]=1. No catalyst specified. The product is [F:24][C:25]1[CH:31]=[CH:30][C:28]([NH:29][C:19](=[O:21])[C:18]2[CH:22]=[CH:23][C:15]([O:14][CH2:13][C:3]3[C:4]([C:7]4[CH:8]=[CH:9][CH:10]=[CH:11][CH:12]=4)=[N:5][O:6][C:2]=3[CH3:1])=[N:16][CH:17]=2)=[CH:27][CH:26]=1. The yield is 0.840.